Dataset: Reaction yield outcomes from USPTO patents with 853,638 reactions. Task: Predict the reaction yield, written as a fraction of the theoretical maximum amount of product (1.0 means a 100% yield; for example, 0.34 means a 34% yield). (1) The reactants are C([N:8]1[CH2:14][C:13]2[N:15]=[CH:16][C:17]([N:19]3[CH2:24][CH2:23][O:22][CH2:21][CH2:20]3)=[N:18][C:12]=2[O:11][CH2:10][CH2:9]1)C1C=CC=CC=1. The catalyst is [OH-].[OH-].[Pd+2].CO. The product is [N:19]1([C:17]2[CH:16]=[N:15][C:13]3[CH2:14][NH:8][CH2:9][CH2:10][O:11][C:12]=3[N:18]=2)[CH2:20][CH2:21][O:22][CH2:23][CH2:24]1. The yield is 0.290. (2) The product is [CH3:1][O:2][C:3](=[O:24])[C:4]1[C:5](=[C:10]([CH3:23])[C:11]([CH:27]=[CH2:28])=[CH:12][C:13]=1[OH:14])[C:6]([O:8][CH3:9])=[O:7]. The reactants are [CH3:1][O:2][C:3](=[O:24])[C:4]1[C:5](=[C:10]([CH3:23])[C:11](OS(C(F)(F)F)(=O)=O)=[CH:12][C:13]=1[OH:14])[C:6]([O:8][CH3:9])=[O:7].[Cl-].[Li+].[C:27]1([As](C2C=CC=CC=2)C2C=CC=CC=2)C=CC=C[CH:28]=1.C(C([Sn])=C(CCCC)CCCC)CCC.[F-].[K+]. The yield is 0.870. The catalyst is CN1CCCC1=O.CCOC(C)=O. (3) The reactants are [F:1][CH:2]([F:13])[O:3][C:4]1[CH:5]=[CH:6][C:7]([C:10](O)=[O:11])=[N:8][CH:9]=1.C(Cl)(=O)C([Cl:17])=O. The catalyst is ClCCl.CN(C)C=O. The product is [F:1][CH:2]([F:13])[O:3][C:4]1[CH:5]=[CH:6][C:7]([C:10]([Cl:17])=[O:11])=[N:8][CH:9]=1. The yield is 0.860. (4) The reactants are [CH2:1]1[C:9]2[C:4](=[CH:5][CH:6]=[CH:7][CH:8]=2)[CH2:3][CH:2]1[CH2:10][C:11]([OH:13])=[O:12].S(Cl)(Cl)=O.[CH3:18]O. No catalyst specified. The product is [CH2:3]1[C:4]2[C:9](=[CH:8][CH:7]=[CH:6][CH:5]=2)[CH2:1][CH:2]1[CH2:10][C:11]([O:13][CH3:18])=[O:12]. The yield is 1.00. (5) The reactants are [Br:1][C:2]1[CH:3]=[C:4]([CH2:27][CH:28]([F:33])[C:29]([O:31][CH3:32])=[O:30])[CH:5]=[C:6]([Br:26])[C:7]=1[O:8][C:9]1[CH:14]=[CH:13][C:12]([NH:15][C:16](=[O:22])[CH2:17][S:18]([CH3:21])(=[O:20])=[O:19])=[C:11]([N+:23]([O-])=O)[CH:10]=1. The catalyst is [Fe].O.C(O)(=O)C. The product is [NH2:23][C:11]1[CH:10]=[C:9]([CH:14]=[CH:13][C:12]=1[NH:15][C:16](=[O:22])[CH2:17][S:18]([CH3:21])(=[O:19])=[O:20])[O:8][C:7]1[C:2]([Br:1])=[CH:3][C:4]([CH2:27][CH:28]([F:33])[C:29]([O:31][CH3:32])=[O:30])=[CH:5][C:6]=1[Br:26]. The yield is 0.820. (6) The reactants are [CH3:1][S:2]([OH:5])(=[O:4])=[O:3].[NH2:6][C:7]1[CH:16]=[C:15]2[C:10]([CH:11]=[C:12]([C:20]3[C:21]([Cl:37])=[CH:22][C:23]([F:36])=[C:24]([NH:26][C:27]([NH:29][C:30]4[CH:35]=[CH:34][CH:33]=[CH:32][CH:31]=4)=[O:28])[CH:25]=3)[C:13](=[O:19])[N:14]2[CH2:17][CH3:18])=[CH:9][N:8]=1. The catalyst is C(Cl)Cl.CC#N.O. The product is [CH3:1][S:2]([OH:5])(=[O:4])=[O:3].[NH2:6][C:7]1[CH:16]=[C:15]2[C:10]([CH:11]=[C:12]([C:20]3[C:21]([Cl:37])=[CH:22][C:23]([F:36])=[C:24]([NH:26][C:27]([NH:29][C:30]4[CH:31]=[CH:32][CH:33]=[CH:34][CH:35]=4)=[O:28])[CH:25]=3)[C:13](=[O:19])[N:14]2[CH2:17][CH3:18])=[CH:9][N:8]=1. The yield is 0.970. (7) The reactants are [CH3:1][C:2]([O:11][C:12]1[CH:18]=[CH:17][C:15](N)=[CH:14][CH:13]=1)([CH3:10])[CH2:3][N:4]1[CH2:9][CH2:8][CH2:7][CH2:6][CH2:5]1.O.C1(C)C=CC(S(O)(=O)=O)=CC=1.N(OC(C)(C)C)=O.[Br-:38].[Na+]. The catalyst is C(#N)C. The product is [Br:38][C:15]1[CH:17]=[CH:18][C:12]([O:11][C:2]([CH3:10])([CH3:1])[CH2:3][N:4]2[CH2:9][CH2:8][CH2:7][CH2:6][CH2:5]2)=[CH:13][CH:14]=1. The yield is 0.386. (8) The reactants are [Br:1][C:2]1[CH:3]=[C:4]([C:8]2[N:9]=[C:10]3[CH:15]=[CH:14][C:13]([Cl:16])=[CH:12][N:11]3[CH:17]=2)[CH:5]=[CH:6][CH:7]=1.[CH3:18][NH:19][CH3:20].[CH2:21]=O. The catalyst is C(O)(=O)C.CCO. The product is [Br:1][C:2]1[CH:3]=[C:4]([C:8]2[N:9]=[C:10]3[CH:15]=[CH:14][C:13]([Cl:16])=[CH:12][N:11]3[C:17]=2[CH2:18][N:19]([CH3:21])[CH3:20])[CH:5]=[CH:6][CH:7]=1. The yield is 0.600. (9) The reactants are I[C:2]1[CH:3]=[C:4]([O:21][C:22]([F:25])([F:24])[F:23])[CH:5]=[C:6]2[C:11]=1[O:10][CH:9]([C:12]([F:15])([F:14])[F:13])[C:8]([C:16]([O:18][CH2:19][CH3:20])=[O:17])=[CH:7]2.[C:26]([Si:28]([CH3:31])([CH3:30])[CH3:29])#[CH:27]. The catalyst is C1(C)C=CC=CC=1.[Cl-].[Na+].O.[Cu]I.C1C=CC([P]([Pd]([P](C2C=CC=CC=2)(C2C=CC=CC=2)C2C=CC=CC=2)([P](C2C=CC=CC=2)(C2C=CC=CC=2)C2C=CC=CC=2)[P](C2C=CC=CC=2)(C2C=CC=CC=2)C2C=CC=CC=2)(C2C=CC=CC=2)C2C=CC=CC=2)=CC=1. The product is [F:25][C:22]([F:23])([F:24])[O:21][C:4]1[CH:5]=[C:6]2[C:11](=[C:2]([C:27]#[C:26][Si:28]([CH3:31])([CH3:30])[CH3:29])[CH:3]=1)[O:10][CH:9]([C:12]([F:13])([F:14])[F:15])[C:8]([C:16]([O:18][CH2:19][CH3:20])=[O:17])=[CH:7]2. The yield is 1.00. (10) The reactants are [Si:1]([O:8][C@@H:9]1[C@H:13]([CH2:14][O:15][Si:16]([C:19]([CH3:22])([CH3:21])[CH3:20])([CH3:18])[CH3:17])[CH2:12][C@@H:11]([O:23][C:24]2[CH:29]=[C:28](Cl)[N:27]=[CH:26][N:25]=2)[CH2:10]1)([C:4]([CH3:7])([CH3:6])[CH3:5])([CH3:3])[CH3:2].[CH3:31][O:32][C@H:33]1[CH2:41][C:40]2[C:35](=[CH:36][CH:37]=[CH:38][CH:39]=2)[C@H:34]1[NH2:42].C(N(CC)CC)C.C(O)CCC. No catalyst specified. The product is [Si:1]([O:8][C@@H:9]1[C@H:13]([CH2:14][O:15][Si:16]([C:19]([CH3:22])([CH3:21])[CH3:20])([CH3:18])[CH3:17])[CH2:12][C@@H:11]([O:23][C:24]2[N:25]=[CH:26][N:27]=[C:28]([NH:42][C@@H:34]3[C:35]4[C:40](=[CH:39][CH:38]=[CH:37][CH:36]=4)[CH2:41][C@@H:33]3[O:32][CH3:31])[CH:29]=2)[CH2:10]1)([C:4]([CH3:7])([CH3:6])[CH3:5])([CH3:3])[CH3:2]. The yield is 0.790.